Dataset: Catalyst prediction with 721,799 reactions and 888 catalyst types from USPTO. Task: Predict which catalyst facilitates the given reaction. (1) Reactant: [C:1]([CH:5]1[CH2:10][CH2:9][C:8](=[O:11])[CH2:7][CH2:6]1)([CH3:4])([CH3:3])[CH3:2].[CH3:12][Si:13](C)([CH3:23])[CH2:14]C(C1C=CC=CC=1)=C.N(S(C(F)(F)F)(=O)=O)S(C(F)(F)F)(=O)=O.CCN(CC)CC.C(=O)([O-])O.[Na+]. Product: [C:1]([CH:5]1[CH2:6][CH2:7][C:8]([O:11][Si:13]([CH3:23])([CH3:14])[CH3:12])=[CH:9][CH2:10]1)([CH3:4])([CH3:2])[CH3:3]. The catalyst class is: 451. (2) Reactant: [F:1][C:2]1[CH:7]=[CH:6][C:5]([CH2:8][C:9]2[C:10]([N:16]3[CH2:22][C:21]4[CH:23]=[C:24]([C:27]5[CH:28]=[C:29]([N+:34]([O-])=O)[C:30]([NH2:33])=[N:31][CH:32]=5)[CH:25]=[CH:26][C:20]=4[O:19][CH2:18][CH2:17]3)=[N:11][CH:12]=[N:13][C:14]=2[CH3:15])=[CH:4][CH:3]=1.[Sn](Cl)Cl. Product: [F:1][C:2]1[CH:3]=[CH:4][C:5]([CH2:8][C:9]2[C:10]([N:16]3[CH2:22][C:21]4[CH:23]=[C:24]([C:27]5[CH:28]=[C:29]([NH2:34])[C:30]([NH2:33])=[N:31][CH:32]=5)[CH:25]=[CH:26][C:20]=4[O:19][CH2:18][CH2:17]3)=[N:11][CH:12]=[N:13][C:14]=2[CH3:15])=[CH:6][CH:7]=1. The catalyst class is: 15. (3) Reactant: [OH:1][C:2]1[CH:3]=[C:4]([CH2:8][C:9]([OH:11])=[O:10])[CH:5]=[CH:6][CH:7]=1.[Br:12][C:13]1[CH:14]=[CH:15][C:16](F)=[C:17]([CH:20]=1)[CH:18]=[O:19].[H-].[Na+].Cl. Product: [Br:12][C:13]1[CH:14]=[CH:15][C:16]([O:1][C:2]2[CH:3]=[C:4]([CH2:8][C:9]([OH:11])=[O:10])[CH:5]=[CH:6][CH:7]=2)=[C:17]([CH:18]=[O:19])[CH:20]=1. The catalyst class is: 3. (4) Reactant: C([O:3][C:4]([C:6]1([S:21]([C:24]2[CH:29]=[CH:28][C:27]([O:30][CH3:31])=[CH:26][CH:25]=2)(=[O:23])=[O:22])[CH2:11][CH2:10][N:9]([CH2:12][C:13]2[CH:18]=[CH:17][CH:16]=[C:15]([O:19][CH3:20])[CH:14]=2)[CH2:8][CH2:7]1)=[O:5])C.[OH-].[Na+]. Product: [CH3:31][O:30][C:27]1[CH:26]=[CH:25][C:24]([S:21]([C:6]2([C:4]([OH:5])=[O:3])[CH2:7][CH2:8][N:9]([CH2:12][C:13]3[CH:18]=[CH:17][CH:16]=[C:15]([O:19][CH3:20])[CH:14]=3)[CH2:10][CH2:11]2)(=[O:22])=[O:23])=[CH:29][CH:28]=1. The catalyst class is: 5. (5) Reactant: [Cl:1][C:2]1[CH:3]=[CH:4][C:5](=[O:26])[N:6]([CH2:8][C:9]2[CH:14]=[CH:13][C:12]([CH2:15][N:16]3[CH:24]=[C:23]4[C:18]([N:19]=[CH:20][N:21]=[C:22]4Cl)=[N:17]3)=[CH:11][CH:10]=2)[CH:7]=1.Cl.Cl.[NH2:29][CH2:30][C:31]1[C:32]([CH3:39])=[N:33][C:34]([NH2:38])=[N:35][C:36]=1[CH3:37].CCN(C(C)C)C(C)C. Product: [NH2:38][C:34]1[N:33]=[C:32]([CH3:39])[C:31]([CH2:30][NH:29][C:22]2[C:23]3[C:18](=[N:17][N:16]([CH2:15][C:12]4[CH:13]=[CH:14][C:9]([CH2:8][N:6]5[CH:7]=[C:2]([Cl:1])[CH:3]=[CH:4][C:5]5=[O:26])=[CH:10][CH:11]=4)[CH:24]=3)[N:19]=[CH:20][N:21]=2)=[C:36]([CH3:37])[N:35]=1. The catalyst class is: 35. (6) Reactant: [C:1]([O:5][C:6]([NH:8][S:9]([NH:12][CH2:13][C:14]([O:16][CH2:17][CH3:18])=[O:15])(=[O:11])=[O:10])=[O:7])([CH3:4])([CH3:3])[CH3:2].C1(P(C2C=CC=CC=2)C2C=CC=CC=2)C=CC=CC=1.[CH3:38][O:39][C:40]1[CH:47]=[CH:46][C:43]([CH2:44]O)=[CH:42][CH:41]=1.N(C(OCC)=O)=NC(OCC)=O. Product: [C:1]([O:5][C:6]([N:8]([CH2:44][C:43]1[CH:46]=[CH:47][C:40]([O:39][CH3:38])=[CH:41][CH:42]=1)[S:9]([NH:12][CH2:13][C:14]([O:16][CH2:17][CH3:18])=[O:15])(=[O:11])=[O:10])=[O:7])([CH3:4])([CH3:3])[CH3:2]. The catalyst class is: 7. (7) Reactant: [CH3:1][C:2]1([CH3:37])[N:6]([S:7]([C:10]2[CH:15]=[CH:14][CH:13]=[CH:12][CH:11]=2)(=[O:9])=[O:8])[CH2:5][CH:4]([CH2:16][N:17]2[C:25]3[C:20](=[CH:21][C:22]([C:26]4[CH:27]=[N:28][N:29](C5CCCCO5)[CH:30]=4)=[CH:23][CH:24]=3)[CH:19]=[CH:18]2)[CH2:3]1.C1(C)C=CC(S(O)(=O)=O)=CC=1.C(=O)(O)[O-].[Na+]. Product: [CH3:1][C:2]1([CH3:37])[N:6]([S:7]([C:10]2[CH:15]=[CH:14][CH:13]=[CH:12][CH:11]=2)(=[O:9])=[O:8])[CH2:5][CH:4]([CH2:16][N:17]2[C:25]3[C:20](=[CH:21][C:22]([C:26]4[CH:30]=[N:29][NH:28][CH:27]=4)=[CH:23][CH:24]=3)[CH:19]=[CH:18]2)[CH2:3]1. The catalyst class is: 138.